Dataset: Peptide-MHC class II binding affinity with 134,281 pairs from IEDB. Task: Regression. Given a peptide amino acid sequence and an MHC pseudo amino acid sequence, predict their binding affinity value. This is MHC class II binding data. (1) The peptide sequence is GVLVATNFFGINTIP. The MHC is DRB1_1001 with pseudo-sequence DRB1_1001. The binding affinity (normalized) is 0.233. (2) The peptide sequence is LSPILFECLIHPMLG. The MHC is DRB1_1101 with pseudo-sequence DRB1_1101. The binding affinity (normalized) is 0.240. (3) The peptide sequence is SQDLELGWNLNGLQAY. The MHC is HLA-DQA10101-DQB10501 with pseudo-sequence HLA-DQA10101-DQB10501. The binding affinity (normalized) is 0.708. (4) The peptide sequence is EKKTFAATQFEPLAA. The MHC is HLA-DQA10401-DQB10402 with pseudo-sequence HLA-DQA10401-DQB10402. The binding affinity (normalized) is 0.562. (5) The peptide sequence is RGVLLLSTRDLAFAG. The MHC is DRB3_0202 with pseudo-sequence DRB3_0202. The binding affinity (normalized) is 0.653. (6) The peptide sequence is AFKIAATAANAAPTN. The MHC is DRB1_1501 with pseudo-sequence DRB1_1501. The binding affinity (normalized) is 0.578. (7) The peptide sequence is AAYKLAYKTAEGATP. The MHC is DRB1_0301 with pseudo-sequence DRB1_0301. The binding affinity (normalized) is 0.200. (8) The peptide sequence is ATSPTAEGGKATTEE. The MHC is HLA-DQA10501-DQB10201 with pseudo-sequence HLA-DQA10501-DQB10201. The binding affinity (normalized) is 0.0541. (9) The peptide sequence is EKKYFAATHFEPLAA. The MHC is HLA-DQA10401-DQB10402 with pseudo-sequence HLA-DQA10401-DQB10402. The binding affinity (normalized) is 0.380. (10) The peptide sequence is VAEAAGKTKEGVLYV. The MHC is DRB3_0202 with pseudo-sequence DRB3_0202. The binding affinity (normalized) is 0.144.